Dataset: Full USPTO retrosynthesis dataset with 1.9M reactions from patents (1976-2016). Task: Predict the reactants needed to synthesize the given product. (1) Given the product [C:1]([CH:5]1[N:14]2[C:9](=[CH:10][C:11](=[O:20])[C:12]([C:15]([OH:17])=[O:16])=[CH:13]2)[C:8]2[CH:21]=[C:22]([O:32][CH3:33])[C:23]([O:25][CH2:26][C:27]([CH3:31])([CH3:30])[CH2:28][OH:29])=[CH:24][C:7]=2[CH2:6]1)([CH3:4])([CH3:2])[CH3:3], predict the reactants needed to synthesize it. The reactants are: [C:1]([CH:5]1[N:14]2[C:9](=[CH:10][C:11](=[O:20])[C:12]([C:15]([O:17]CC)=[O:16])=[CH:13]2)[C:8]2[CH:21]=[C:22]([O:32][CH3:33])[C:23]([O:25][CH2:26][C:27]([CH3:31])([CH3:30])[CH2:28][OH:29])=[CH:24][C:7]=2[CH2:6]1)([CH3:4])([CH3:3])[CH3:2].CO.O[Li].O. (2) Given the product [CH:10](=[C:5]1/[CH2:1][CH2:2][C:3]2[C:4]/1=[N:6][CH:7]=[CH:8][CH:9]=2)/[C:11]1[CH:16]=[CH:15][CH:14]=[CH:13][CH:12]=1, predict the reactants needed to synthesize it. The reactants are: [CH2:1]1[CH2:5][C:4]2[N:6]=[CH:7][CH:8]=[CH:9][C:3]=2[CH2:2]1.[CH:10](=O)[C:11]1[CH:16]=[CH:15][CH:14]=[CH:13][CH:12]=1.C(OC(=O)C)(=O)C. (3) Given the product [CH3:14][C:4]1([CH3:13])[CH2:3][CH:12]([CH2:16][CH2:17][CH3:18])[C:11]2[C:6](=[CH:7][CH:8]=[CH:9][CH:10]=2)[NH:5]1, predict the reactants needed to synthesize it. The reactants are: C([CH:3]1[CH2:12][C:11]2[C:6](=[CH:7][CH:8]=[CH:9][CH:10]=2)[NH:5][C:4]1([CH3:14])[CH3:13])C.I[CH2:16][CH2:17][CH3:18]. (4) Given the product [OH:8][C:7]1[CH:6]=[CH:5][C:4]([N:10]2[C:18]3[CH:17]=[CH:16][CH:15]=[C:14]([OH:19])[C:13]=3[CH:12]=[N:11]2)=[CH:3][C:2]=1[CH3:1], predict the reactants needed to synthesize it. The reactants are: [CH3:1][C:2]1[CH:3]=[C:4]([N:10]2[C:18]3[C:13](=[C:14]([O:19]CC4C=CC=CC=4)[CH:15]=[CH:16][CH:17]=3)[CH:12]=[N:11]2)[CH:5]=[CH:6][C:7]=1[O:8]C.B(Br)(Br)Br. (5) Given the product [Cl:1][C:2]1[C:11]2[C:6](=[CH:7][CH:8]=[C:9]([CH:12]([C:20]3[CH:21]=[CH:22][C:23]([Cl:26])=[CH:24][CH:25]=3)[C:14]3[N:18]([CH3:19])[CH:17]=[N:16][CH:15]=3)[CH:10]=2)[N:5]=[C:4]([N:27]([CH3:29])[CH3:28])[C:3]=1[C:30]1[CH:31]=[CH:32][CH:33]=[CH:34][CH:35]=1, predict the reactants needed to synthesize it. The reactants are: [Cl:1][C:2]1[C:11]2[C:6](=[CH:7][CH:8]=[C:9]([C:12]([C:20]3[CH:25]=[CH:24][C:23]([Cl:26])=[CH:22][CH:21]=3)([C:14]3[N:18]([CH3:19])[CH:17]=[N:16][CH:15]=3)O)[CH:10]=2)[N:5]=[C:4]([N:27]([CH3:29])[CH3:28])[C:3]=1[C:30]1[CH:35]=[CH:34][CH:33]=[CH:32][CH:31]=1.[Cu]C#N.